This data is from Peptide-MHC class I binding affinity with 185,985 pairs from IEDB/IMGT. The task is: Regression. Given a peptide amino acid sequence and an MHC pseudo amino acid sequence, predict their binding affinity value. This is MHC class I binding data. (1) The peptide sequence is MEQRVMATL. The MHC is HLA-A01:01 with pseudo-sequence HLA-A01:01. The binding affinity (normalized) is 0.213. (2) The peptide sequence is NAPNEKVV. The MHC is Mamu-A01 with pseudo-sequence Mamu-A01. The binding affinity (normalized) is 0.